Dataset: Full USPTO retrosynthesis dataset with 1.9M reactions from patents (1976-2016). Task: Predict the reactants needed to synthesize the given product. (1) Given the product [C:18]1([C:16]([C:24]2[CH:29]=[CH:28][CH:27]=[CH:26][CH:25]=2)([CH:13]2[CH2:14][CH2:15][N:10]([CH2:9][CH2:8][CH2:7][O:6][C:5]3[CH:30]=[CH:31][C:2]([C:35]4[CH:36]=[CH:37][N:32]=[CH:33][CH:34]=4)=[CH:3][CH:4]=3)[CH2:11][CH2:12]2)[OH:17])[CH:23]=[CH:22][CH:21]=[CH:20][CH:19]=1, predict the reactants needed to synthesize it. The reactants are: Br[C:2]1[CH:31]=[CH:30][C:5]([O:6][CH2:7][CH2:8][CH2:9][N:10]2[CH2:15][CH2:14][CH:13]([C:16]([C:24]3[CH:29]=[CH:28][CH:27]=[CH:26][CH:25]=3)([C:18]3[CH:23]=[CH:22][CH:21]=[CH:20][CH:19]=3)[OH:17])[CH2:12][CH2:11]2)=[CH:4][CH:3]=1.[N:32]1[CH:37]=[CH:36][C:35](B(O)O)=[CH:34][CH:33]=1.C1COCC1. (2) Given the product [Cl:1][C:2]1[N:6]([C:7]2[CH:12]=[CH:11][CH:10]=[CH:9][CH:8]=2)[N:5]=[C:4]([CH3:13])[C:3]=1[N+:21]([O-:23])=[O:22], predict the reactants needed to synthesize it. The reactants are: [Cl:1][C:2]1[N:6]([C:7]2[CH:12]=[CH:11][CH:10]=[CH:9][CH:8]=2)[N:5]=[C:4]([CH3:13])[CH:3]=1.C(OC(=O)C)(=O)C.[N+:21]([O-])([OH:23])=[O:22]. (3) Given the product [CH3:1][C:2]([CH3:22])([CH3:21])[CH2:3][N:4]1[C:12]2[C:7](=[N:8][C:9]([CH2:13][CH2:14][CH2:15][OH:16])=[CH:10][CH:11]=2)[N:6]([CH3:19])[C:5]1=[O:20], predict the reactants needed to synthesize it. The reactants are: [CH3:1][C:2]([CH3:22])([CH3:21])[CH2:3][N:4]1[C:12]2[C:7](=[N:8][C:9]([CH2:13][CH2:14][C:15](OC)=[O:16])=[CH:10][CH:11]=2)[N:6]([CH3:19])[C:5]1=[O:20].CC(C[AlH]CC(C)C)C.C1COCC1.CCCCCCC.